Task: Regression. Given two drug SMILES strings and cell line genomic features, predict the synergy score measuring deviation from expected non-interaction effect.. Dataset: NCI-60 drug combinations with 297,098 pairs across 59 cell lines (1) Drug 1: C1CCN(CC1)CCOC2=CC=C(C=C2)C(=O)C3=C(SC4=C3C=CC(=C4)O)C5=CC=C(C=C5)O. Drug 2: C(CCl)NC(=O)N(CCCl)N=O. Cell line: MDA-MB-231. Synergy scores: CSS=2.00, Synergy_ZIP=-1.66, Synergy_Bliss=-2.28, Synergy_Loewe=-6.33, Synergy_HSA=-6.29. (2) Drug 1: C1C(C(OC1N2C=C(C(=O)NC2=O)F)CO)O. Drug 2: C1CC(C1)(C(=O)O)C(=O)O.[NH2-].[NH2-].[Pt+2]. Cell line: SR. Synergy scores: CSS=73.7, Synergy_ZIP=3.24, Synergy_Bliss=2.28, Synergy_Loewe=-6.10, Synergy_HSA=3.91. (3) Drug 1: C1=NC2=C(N1)C(=S)N=C(N2)N. Drug 2: CN(CC1=CN=C2C(=N1)C(=NC(=N2)N)N)C3=CC=C(C=C3)C(=O)NC(CCC(=O)O)C(=O)O. Cell line: SNB-75. Synergy scores: CSS=25.1, Synergy_ZIP=-8.54, Synergy_Bliss=-2.42, Synergy_Loewe=-4.72, Synergy_HSA=-1.03. (4) Synergy scores: CSS=-1.19, Synergy_ZIP=1.57, Synergy_Bliss=1.13, Synergy_Loewe=-0.943, Synergy_HSA=-1.09. Cell line: IGROV1. Drug 2: COC1=C2C(=CC3=C1OC=C3)C=CC(=O)O2. Drug 1: CC1=CC=C(C=C1)C2=CC(=NN2C3=CC=C(C=C3)S(=O)(=O)N)C(F)(F)F. (5) Drug 1: CCN(CC)CCNC(=O)C1=C(NC(=C1C)C=C2C3=C(C=CC(=C3)F)NC2=O)C. Drug 2: CCC1(CC2CC(C3=C(CCN(C2)C1)C4=CC=CC=C4N3)(C5=C(C=C6C(=C5)C78CCN9C7C(C=CC9)(C(C(C8N6C)(C(=O)OC)O)OC(=O)C)CC)OC)C(=O)OC)O.OS(=O)(=O)O. Cell line: OVCAR3. Synergy scores: CSS=3.82, Synergy_ZIP=13.3, Synergy_Bliss=18.6, Synergy_Loewe=10.4, Synergy_HSA=11.9. (6) Drug 1: C1C(C(OC1N2C=C(C(=O)NC2=O)F)CO)O. Drug 2: C1CN1C2=NC(=NC(=N2)N3CC3)N4CC4. Cell line: MDA-MB-435. Synergy scores: CSS=9.36, Synergy_ZIP=-3.35, Synergy_Bliss=-0.375, Synergy_Loewe=-0.727, Synergy_HSA=-0.726. (7) Drug 1: C1=NC2=C(N=C(N=C2N1C3C(C(C(O3)CO)O)O)F)N. Drug 2: C1=CN(C=N1)CC(O)(P(=O)(O)O)P(=O)(O)O. Cell line: RXF 393. Synergy scores: CSS=7.16, Synergy_ZIP=-1.81, Synergy_Bliss=-1.48, Synergy_Loewe=-1.50, Synergy_HSA=0.0265.